Dataset: Catalyst prediction with 721,799 reactions and 888 catalyst types from USPTO. Task: Predict which catalyst facilitates the given reaction. (1) Reactant: [C:1]1([CH2:7][CH2:8][NH2:9])[CH:6]=[CH:5][CH:4]=[CH:3][CH:2]=1.ClC1C(N[S:22]([C:25]2[CH:34]=[CH:33][C:28]([C:29]([O:31][CH3:32])=[O:30])=[CH:27][CH:26]=2)(=[O:24])=[O:23])=NC=C(C(F)(F)F)C=1.CCN(CC)CC.Cl. Product: [CH2:8]([NH:9][S:22]([C:25]1[CH:26]=[CH:27][C:28]([C:29]([O:31][CH3:32])=[O:30])=[CH:33][CH:34]=1)(=[O:24])=[O:23])[CH2:7][C:1]1[CH:6]=[CH:5][CH:4]=[CH:3][CH:2]=1. The catalyst class is: 2. (2) Reactant: [OH:1][C:2]1[CH:11]=[CH:10][CH:9]=[C:8]2[C:3]=1[CH2:4][CH2:5][C:6](=[O:12])[NH:7]2.[Si:13](Cl)([C:16]([CH3:19])([CH3:18])[CH3:17])([CH3:15])[CH3:14].N1C=CN=C1.O. Product: [CH3:17][C:16]([Si:13]([CH3:15])([CH3:14])[O:1][C:2]1[CH:11]=[CH:10][CH:9]=[C:8]2[C:3]=1[CH2:4][CH2:5][C:6](=[O:12])[NH:7]2)([CH3:19])[CH3:18]. The catalyst class is: 3. (3) Reactant: C1(C(C2C=CC=CC=2)[N:8]2[CH2:11][C:10]([CH2:13][N:14]([CH3:25])[C:15]3[CH:24]=[CH:23][C:18]([C:19]([O:21]C)=[O:20])=[CH:17][CH:16]=3)([OH:12])[CH2:9]2)C=CC=CC=1.[ClH:32]. Product: [ClH:32].[OH:12][C:10]1([CH2:13][N:14]([CH3:25])[C:15]2[CH:24]=[CH:23][C:18]([C:19]([OH:21])=[O:20])=[CH:17][CH:16]=2)[CH2:11][NH:8][CH2:9]1. The catalyst class is: 19. (4) The catalyst class is: 39. Reactant: C(N(CC)C(C)C)(C)C.CN(C(ON1N=NC2C=CC=NC1=2)=[N+](C)C)C.F[P-](F)(F)(F)(F)F.[C:34]([O:38][C:39](=[O:47])[C:40]1[CH:45]=[CH:44][C:43]([NH2:46])=[CH:42][CH:41]=1)([CH3:37])([CH3:36])[CH3:35].[Cl:48][C:49]1[C:50]([C:56](O)=[O:57])=[N:51][CH:52]=[C:53]([Cl:55])[CH:54]=1. Product: [Cl:48][C:49]1[C:50]([C:56]([NH:46][C:43]2[CH:42]=[CH:41][C:40]([C:39]([O:38][C:34]([CH3:37])([CH3:35])[CH3:36])=[O:47])=[CH:45][CH:44]=2)=[O:57])=[N:51][CH:52]=[C:53]([Cl:55])[CH:54]=1. (5) Reactant: [F:1][C:2]1[CH:7]=[CH:6][C:5]([N:8]2[C:12](=[O:13])[CH2:11][CH:10]([C:14](OC)=[O:15])[CH2:9]2)=[CH:4][CH:3]=1.[BH4-].[Na+].C1COCC1. Product: [F:1][C:2]1[CH:7]=[CH:6][C:5]([N:8]2[CH2:9][CH:10]([CH2:14][OH:15])[CH2:11][C:12]2=[O:13])=[CH:4][CH:3]=1. The catalyst class is: 5. (6) Reactant: [CH2:1]([O:8][C:9]([NH:11][C@@H:12]1[CH2:20][C:19]2[C:14](=[CH:15][CH:16]=[C:17]([CH2:21][C:22]3[CH:23]=[C:24]([CH:29]=[C:30]([C:32]([F:35])([F:34])[F:33])[CH:31]=3)[C:25](OC)=[O:26])[CH:18]=2)[CH2:13]1)=[O:10])[C:2]1[CH:7]=[CH:6][CH:5]=[CH:4][CH:3]=1.[H-].[Al+3].[Li+].[H-].[H-].[H-]. Product: [OH:26][CH2:25][C:24]1[CH:23]=[C:22]([CH:31]=[C:30]([C:32]([F:33])([F:34])[F:35])[CH:29]=1)[CH2:21][C:17]1[CH:18]=[C:19]2[C:14](=[CH:15][CH:16]=1)[CH2:13][C@H:12]([NH:11][C:9](=[O:10])[O:8][CH2:1][C:2]1[CH:7]=[CH:6][CH:5]=[CH:4][CH:3]=1)[CH2:20]2. The catalyst class is: 1. (7) Reactant: [F:1][C:2]1[CH:10]=[C:9]([F:11])[CH:8]=[C:7]2[C:3]=1[CH2:4][O:5][C:6]2=[O:12].C1C(=O)N([Br:20])C(=O)C1.O. Product: [Br:20][CH:4]1[C:3]2[C:7](=[CH:8][C:9]([F:11])=[CH:10][C:2]=2[F:1])[C:6](=[O:12])[O:5]1. The catalyst class is: 53. (8) Reactant: [Cl:1][C:2]1[CH:3]=[C:4]([CH2:19]Cl)[C:5]2[O:9][C:8]([C:10]3[CH:15]=[CH:14][C:13]([Cl:16])=[CH:12][C:11]=3[Cl:17])=[CH:7][C:6]=2[CH:18]=1.[CH3:21][C:22]1[CH:26]=[C:25]([C:27]([O:29][CH2:30][CH3:31])=[O:28])[NH:24][N:23]=1.C([O-])([O-])=O.[K+].[K+].[Na+].[I-]. Product: [Cl:1][C:2]1[CH:3]=[C:4]([CH2:19][N:23]2[C:22]([CH3:21])=[CH:26][C:25]([C:27]([O:29][CH2:30][CH3:31])=[O:28])=[N:24]2)[C:5]2[O:9][C:8]([C:10]3[CH:15]=[CH:14][C:13]([Cl:16])=[CH:12][C:11]=3[Cl:17])=[CH:7][C:6]=2[CH:18]=1. The catalyst class is: 31.